From a dataset of Full USPTO retrosynthesis dataset with 1.9M reactions from patents (1976-2016). Predict the reactants needed to synthesize the given product. (1) Given the product [Br:1][C:2]1[N:7]=[C:6]2[C:8]([C:11]([NH:13][C:14]([CH3:17])([CH3:16])[CH3:15])=[O:12])=[CH:9][N:10]([C:19]([C:20]3[CH:25]=[CH:24][CH:23]=[CH:22][CH:21]=3)([C:32]3[CH:33]=[CH:34][CH:35]=[CH:36][CH:37]=3)[C:26]3[CH:27]=[CH:28][CH:29]=[CH:30][CH:31]=3)[C:5]2=[N:4][CH:3]=1, predict the reactants needed to synthesize it. The reactants are: [Br:1][C:2]1[N:7]=[C:6]2[C:8]([C:11]([NH:13][C:14]([CH3:17])([CH3:16])[CH3:15])=[O:12])=[CH:9][NH:10][C:5]2=[N:4][CH:3]=1.Cl[C:19]([C:32]1[CH:37]=[CH:36][CH:35]=[CH:34][CH:33]=1)([C:26]1[CH:31]=[CH:30][CH:29]=[CH:28][CH:27]=1)[C:20]1[CH:25]=[CH:24][CH:23]=[CH:22][CH:21]=1.C(N(CC)CC)C.O. (2) Given the product [C:10]12([C:7]3[CH:6]=[CH:5][C:4]([OH:8])=[CH:3][C:2]=3[F:1])[CH2:19][CH:14]3[CH2:15][CH:16]([CH2:18][CH:12]([CH2:13]3)[CH2:11]1)[CH2:17]2, predict the reactants needed to synthesize it. The reactants are: [F:1][C:2]1[CH:3]=[C:4]([OH:8])[CH:5]=[CH:6][CH:7]=1.Br[C:10]12[CH2:19][CH:14]3[CH2:15][CH:16]([CH2:18][CH:12]([CH2:13]3)[CH2:11]1)[CH2:17]2.